Dataset: Reaction yield outcomes from USPTO patents with 853,638 reactions. Task: Predict the reaction yield, written as a fraction of the theoretical maximum amount of product (1.0 means a 100% yield; for example, 0.34 means a 34% yield). (1) The reactants are C(=O)(OC)[O:2][C:3]1[CH:8]=[C:7]([N+:9]([O-:11])=[O:10])[C:6](Br)=[CH:5][C:4]=1[CH:13]1[CH2:17][CH2:16][CH2:15][CH2:14]1.[CH3:21][N:22](C=O)C. The catalyst is [C-]#N.[Zn+2].[C-]#N.C1C=CC([P]([Pd]([P](C2C=CC=CC=2)(C2C=CC=CC=2)C2C=CC=CC=2)([P](C2C=CC=CC=2)(C2C=CC=CC=2)C2C=CC=CC=2)[P](C2C=CC=CC=2)(C2C=CC=CC=2)C2C=CC=CC=2)(C2C=CC=CC=2)C2C=CC=CC=2)=CC=1. The product is [CH:13]1([C:4]2[C:3]([OH:2])=[CH:8][C:7]([N+:9]([O-:11])=[O:10])=[C:6]([CH:5]=2)[C:21]#[N:22])[CH2:17][CH2:16][CH2:15][CH2:14]1. The yield is 0.580. (2) The reactants are [C:1]([O:5][C:6]([N:8](C(OC(C)(C)C)=O)[C:9]1[CH:19]=[CH:18][C:12]([C:13](OCC)=[O:14])=[CH:11][N:10]=1)=[O:7])([CH3:4])([CH3:3])[CH3:2].[H-].[H-].[H-].[H-].[Li+].[Al+3].O.[OH-].[Na+]. The catalyst is C1COCC1. The product is [OH:14][CH2:13][C:12]1[CH:18]=[CH:19][C:9]([NH:8][C:6](=[O:7])[O:5][C:1]([CH3:3])([CH3:2])[CH3:4])=[N:10][CH:11]=1. The yield is 0.460.